This data is from Forward reaction prediction with 1.9M reactions from USPTO patents (1976-2016). The task is: Predict the product of the given reaction. (1) The product is: [Cl:1][C:2]1[CH:3]=[C:4]2[C:5]([CH2:8][CH2:9][CH2:10][C:11]2=[O:13])=[CH:6][CH:7]=1. Given the reactants [Cl:1][C:2]1[CH:7]=[CH:6][C:5]([CH2:8][CH2:9][CH2:10][C:11]([OH:13])=O)=[CH:4][CH:3]=1.S(Cl)(Cl)=O.[Cl-].[Al+3].[Cl-].[Cl-], predict the reaction product. (2) Given the reactants C(O[C:4](=[NH:11])[CH2:5][C:6]([O:8][CH2:9][CH3:10])=[O:7])C.N[C:13]1[CH:14]=[C:15]([CH:28]=[CH:29][C:30]=1[NH2:31])[CH2:16][N:17]1[C:25](=[O:26])[C:24]2[C:19](=[CH:20][CH:21]=[CH:22][CH:23]=2)[C:18]1=[O:27], predict the reaction product. The product is: [O:27]=[C:18]1[C:19]2[C:24](=[CH:23][CH:22]=[CH:21][CH:20]=2)[C:25](=[O:26])[N:17]1[CH2:16][C:15]1[CH:28]=[CH:29][C:30]2[NH:31][C:4]([CH2:5][C:6]([O:8][CH2:9][CH3:10])=[O:7])=[N:11][C:13]=2[CH:14]=1. (3) Given the reactants [Cl:1][C:2]1[N:10]=[CH:9][CH:8]=[CH:7][C:3]=1[C:4]([OH:6])=[O:5].C(=O)([O-])[O-].[K+].[K+].[CH2:17](I)[CH3:18].O, predict the reaction product. The product is: [CH2:17]([O:5][C:4](=[O:6])[C:3]1[CH:7]=[CH:8][CH:9]=[N:10][C:2]=1[Cl:1])[CH3:18].